Dataset: Catalyst prediction with 721,799 reactions and 888 catalyst types from USPTO. Task: Predict which catalyst facilitates the given reaction. (1) Reactant: C([O:3][C:4](=[O:33])[CH2:5][C:6]1[N:7]([C:23]2[CH:28]=[CH:27][C:26]([O:29][CH:30]([CH3:32])[CH3:31])=[CH:25][CH:24]=2)[C:8]2[C:13]([CH:14]=1)=[CH:12][C:11]([O:15][C:16]1[CH:21]=[CH:20][CH:19]=[C:18]([Cl:22])[CH:17]=1)=[CH:10][CH:9]=2)C.C(O)(=O)CC(CC(O)=O)(C(O)=O)O. Product: [CH2:6]([NH+:7]([CH2:23][CH3:24])[CH2:8][CH3:9])[CH3:5].[Cl:22][C:18]1[CH:17]=[C:16]([CH:21]=[CH:20][CH:19]=1)[O:15][C:11]1[CH:12]=[C:13]2[C:8](=[CH:9][CH:10]=1)[N:7]([C:23]1[CH:24]=[CH:25][C:26]([O:29][CH:30]([CH3:32])[CH3:31])=[CH:27][CH:28]=1)[C:6]([CH2:5][C:4]([O-:33])=[O:3])=[CH:14]2. The catalyst class is: 6. (2) Reactant: [OH:1][N:2]=[C:3]([C:5]1[S:9][C:8]([O:10][C:11]2[CH:16]=[CH:15][C:14]([O:17][CH:18]([CH3:20])[CH3:19])=[CH:13][CH:12]=2)=[N:7][CH:6]=1)[NH2:4].[O:21]=[C:22]1[C:30]2[C:25](=[CH:26][CH:27]=[CH:28][CH:29]=2)[C:24](=[O:31])[N:23]1[CH:32]([CH3:36])[C:33](Cl)=O.CO. Product: [CH:18]([O:17][C:14]1[CH:15]=[CH:16][C:11]([O:10][C:8]2[S:9][C:5]([C:3]3[N:4]=[C:36]([CH:32]([N:23]4[C:24](=[O:31])[C:25]5[C:30](=[CH:29][CH:28]=[CH:27][CH:26]=5)[C:22]4=[O:21])[CH3:33])[O:1][N:2]=3)=[CH:6][N:7]=2)=[CH:12][CH:13]=1)([CH3:20])[CH3:19]. The catalyst class is: 17. (3) Reactant: [C:1]1([C:11]([OH:13])=O)[C:10]2[CH2:9][CH2:8][CH2:7][CH2:6][C:5]=2[CH:4]=[CH:3][CH:2]=1.[CH2:14]([O:16][C:17]([C:19]1([NH2:30])[C@H:27]([CH3:28])[C:26]2[C:21](=[CH:22][CH:23]=[CH:24][CH:25]=2)[C@@H:20]1[CH3:29])=[O:18])[CH3:15].CN(C(ON1N=NC2C=CC=NC1=2)=[N+](C)C)C.F[P-](F)(F)(F)(F)F.CCN(C(C)C)C(C)C. Product: [CH2:14]([O:16][C:17]([C:19]1([NH:30][C:11]([C:1]2[C:10]3[CH2:9][CH2:8][CH2:7][CH2:6][C:5]=3[CH:4]=[CH:3][CH:2]=2)=[O:13])[C@H:27]([CH3:28])[C:26]2[C:21](=[CH:22][CH:23]=[CH:24][CH:25]=2)[C@@H:20]1[CH3:29])=[O:18])[CH3:15]. The catalyst class is: 3. (4) Reactant: C(O[C:4](=[NH:14])[C:5]1[CH:10]=[C:9]([Cl:11])[CH:8]=[CH:7][C:6]=1[O:12][CH3:13])C.N. Product: [Cl:11][C:9]1[CH:8]=[CH:7][C:6]([O:12][CH3:13])=[C:5]([CH:10]=1)[CH:4]=[NH:14]. The catalyst class is: 5.